From a dataset of Forward reaction prediction with 1.9M reactions from USPTO patents (1976-2016). Predict the product of the given reaction. (1) The product is: [F:26][C@H:2]1[CH2:5][C@H:4]([C:6]([O:8][CH2:9][C:10]2[CH:15]=[CH:14][CH:13]=[CH:12][CH:11]=2)=[O:7])[CH2:3]1. Given the reactants O[C@@H:2]1[CH2:5][C@H:4]([C:6]([O:8][CH2:9][C:10]2[CH:15]=[CH:14][CH:13]=[CH:12][CH:11]=2)=[O:7])[CH2:3]1.COCCN(S(F)(F)[F:26])CCOC, predict the reaction product. (2) Given the reactants [F:1][CH2:2][CH2:3][OH:4].CC(C)([O-])C.[K+].Cl[C:12]1[N:30]=[C:29]([Cl:31])[CH:28]=[CH:27][C:13]=1[C:14]([NH:16][CH:17]1[CH2:22][CH2:21][CH:20]([C:23]([F:26])([F:25])[F:24])[CH2:19][CH2:18]1)=[O:15], predict the reaction product. The product is: [Cl:31][C:29]1[CH:28]=[CH:27][C:13]([C:14]([NH:16][C@H:17]2[CH2:18][CH2:19][C@H:20]([C:23]([F:24])([F:25])[F:26])[CH2:21][CH2:22]2)=[O:15])=[C:12]([O:4][CH2:3][CH2:2][F:1])[N:30]=1. (3) Given the reactants I[C:2]1[CH:21]=[CH:20][C:5]2S[CH2:7][C:8](=[O:19])[N:9]([CH2:10][C:11]3[CH:16]=[CH:15][C:14]([O:17][CH3:18])=[CH:13][CH:12]=3)[C:4]=2[CH:3]=1.[O:22]=[C:23]1[NH:28][CH2:27][CH:26]2[CH2:29][CH2:30][N:31]([C:33]([O:35][C:36]([CH3:39])([CH3:38])[CH3:37])=[O:34])[CH2:32][CH:25]2[O:24]1.C(=O)([O-])[O-:41].[K+].[K+].CN[C@@H]1CCCC[C@H]1NC, predict the reaction product. The product is: [CH3:18][O:17][C:14]1[CH:15]=[CH:16][C:11]([CH2:10][N:9]2[C:8](=[O:19])[CH2:7][O:41][C:5]3[CH:20]=[CH:21][C:2]([N:28]4[CH2:27][CH:26]5[CH2:29][CH2:30][N:31]([C:33]([O:35][C:36]([CH3:39])([CH3:38])[CH3:37])=[O:34])[CH2:32][CH:25]5[O:24][C:23]4=[O:22])=[CH:3][C:4]2=3)=[CH:12][CH:13]=1. (4) Given the reactants CS(O)(=O)=O.[O:6]=[C:7]1[C:15]2[C:10](=[CH:11][C:12]([CH2:16][C:17]([O:19][CH3:20])=[O:18])=[CH:13][CH:14]=2)[CH2:9][CH2:8]1.[N-:21]=[N+]=[N-].[Na+], predict the reaction product. The product is: [O:6]=[C:7]1[C:15]2[C:10](=[CH:11][C:12]([CH2:16][C:17]([O:19][CH3:20])=[O:18])=[CH:13][CH:14]=2)[CH2:9][CH2:8][NH:21]1. (5) Given the reactants Cl[C:2]1[C:11]2[C:6](=[CH:7][CH:8]=[CH:9][CH:10]=2)[N:5]=[CH:4][CH:3]=1.[F:12][C:13]1[CH:14]=[C:15]([CH:18]=[CH:19][C:20]=1[F:21])[CH2:16][NH2:17].[F:22][C:23]1[CH:24]=[C:25]([CH:28]=[CH:29][C:30]=1[F:31])[CH2:26]Br, predict the reaction product. The product is: [F:12][C:13]1[CH:14]=[C:15]([CH:18]=[CH:19][C:20]=1[F:21])[CH2:16][N:17]=[C:2]1[C:11]2[C:6](=[CH:7][CH:8]=[CH:9][CH:10]=2)[N:5]([CH2:26][C:25]2[CH:28]=[CH:29][C:30]([F:31])=[C:23]([F:22])[CH:24]=2)[CH:4]=[CH:3]1. (6) Given the reactants [Br:1][C:2]1[CH:3]=[C:4]([CH2:9][CH:10]([O:16][C:17]2[CH:22]=[CH:21][CH:20]=[CH:19][CH:18]=2)[C:11]([O:13][CH2:14][CH3:15])=[O:12])[CH:5]=[CH:6][C:7]=1[OH:8].O[CH2:24][CH2:25][NH:26][C:27](=[O:33])[O:28][C:29]([CH3:32])([CH3:31])[CH3:30].C1(P(C2C=CC=CC=2)C2C=CC=CC=2)C=CC=CC=1.CCOC(/N=N/C(OCC)=O)=O, predict the reaction product. The product is: [Br:1][C:2]1[CH:3]=[C:4]([CH2:9][CH:10]([O:16][C:17]2[CH:18]=[CH:19][CH:20]=[CH:21][CH:22]=2)[C:11]([O:13][CH2:14][CH3:15])=[O:12])[CH:5]=[CH:6][C:7]=1[O:8][CH2:24][CH2:25][NH:26][C:27]([O:28][C:29]([CH3:32])([CH3:31])[CH3:30])=[O:33]. (7) Given the reactants [CH3:1][O:2][C:3]1[CH:8]=[CH:7][C:6]([NH:9][C:10](=O)[CH2:11][N:12]2[CH2:17][CH2:16][N:15]([C:18]3[CH:23]=[CH:22][C:21]([O:24][CH3:25])=[C:20]([C:26]([F:29])([F:28])[F:27])[CH:19]=3)[CH2:14][CH2:13]2)=[C:5]([N+:31]([O-])=O)[CH:4]=1.B.O1CCCC1, predict the reaction product. The product is: [NH2:31][C:5]1[CH:4]=[C:3]([O:2][CH3:1])[CH:8]=[CH:7][C:6]=1[NH:9][CH2:10][CH2:11][N:12]1[CH2:17][CH2:16][N:15]([C:18]2[CH:23]=[CH:22][C:21]([O:24][CH3:25])=[C:20]([C:26]([F:28])([F:27])[F:29])[CH:19]=2)[CH2:14][CH2:13]1. (8) Given the reactants CO[C:3](=[O:26])[C:4]1[CH:9]=[CH:8][C:7]([O:10][CH2:11][C:12]2[C:13]([C:18]3[CH:23]=[CH:22][C:21]([F:24])=[C:20]([F:25])[CH:19]=3)=[N:14][O:15][C:16]=2[CH3:17])=[N:6][CH:5]=1.[CH:27]([NH2:30])([CH3:29])[CH3:28], predict the reaction product. The product is: [F:25][C:20]1[CH:19]=[C:18]([C:13]2[C:12]([CH2:11][O:10][C:7]3[CH:8]=[CH:9][C:4]([C:3]([NH:30][CH:27]([CH3:29])[CH3:28])=[O:26])=[CH:5][N:6]=3)=[C:16]([CH3:17])[O:15][N:14]=2)[CH:23]=[CH:22][C:21]=1[F:24]. (9) Given the reactants [F:8][C:7]([F:10])([F:9])[C:6](O[C:6](=[O:11])[C:7]([F:10])([F:9])[F:8])=[O:11].[C:14]([C:16]1[C:17]([O:45][CH3:46])=[C:18]([CH2:26][N:27]([CH3:44])[C:28](=[O:43])[CH:29]([C:36]2[CH:41]=[CH:40][C:39]([F:42])=[CH:38][CH:37]=2)[N:30]2[CH2:35][CH2:34][NH:33][CH2:32][CH2:31]2)[C:19]2[C:24]([CH:25]=1)=[CH:23][CH:22]=[CH:21][CH:20]=2)#[N:15].C(N(C(C)C)CC)(C)C, predict the reaction product. The product is: [C:14]([C:16]1[C:17]([O:45][CH3:46])=[C:18]([CH2:26][N:27]([CH3:44])[C:28](=[O:43])[CH:29]([C:36]2[CH:37]=[CH:38][C:39]([F:42])=[CH:40][CH:41]=2)[N:30]2[CH2:31][CH2:32][N:33]([C:6](=[O:11])[C:7]([F:8])([F:9])[F:10])[CH2:34][CH2:35]2)[C:19]2[C:24]([CH:25]=1)=[CH:23][CH:22]=[CH:21][CH:20]=2)#[N:15]. (10) Given the reactants [Cl:1][C:2]1[C:18]([Cl:19])=[CH:17][C:5]2[N:6]=[C:7]([C:9]3[CH:14]=[CH:13][C:12]([CH:15]=[O:16])=[CH:11][CH:10]=3)[NH:8][C:4]=2[CH:3]=1.[Cl:20][C:21]1[CH:22]=[C:23]([CH:26]=[CH:27][C:28]=1[Cl:29])[CH2:24]Cl, predict the reaction product. The product is: [Cl:19][C:18]1[C:2]([Cl:1])=[CH:3][C:4]2[N:8]([CH2:24][C:23]3[CH:26]=[CH:27][C:28]([Cl:29])=[C:21]([Cl:20])[CH:22]=3)[C:7]([C:9]3[CH:10]=[CH:11][C:12]([CH:15]=[O:16])=[CH:13][CH:14]=3)=[N:6][C:5]=2[CH:17]=1.